Dataset: Orexin1 receptor HTS with 218,158 compounds and 233 confirmed actives. Task: Binary Classification. Given a drug SMILES string, predict its activity (active/inactive) in a high-throughput screening assay against a specified biological target. (1) The molecule is Clc1ccc(OC2C(N(C2=O)c2c(cccc2)C)CNCCC)cc1. The result is 0 (inactive). (2) The drug is O(c1c(OC)cc(C(=O)NCc2c3c(ccc2)cccc3)cc1)Cc1ccccc1. The result is 0 (inactive). (3) The compound is O(c1n(c2c(n(c(=O)n(c2=O)C)C)n1)C)c1cc2c(cc1)cccc2. The result is 0 (inactive). (4) The compound is O=C(N(CCc1ccccc1)C)c1cc(NC(=O)Cc2cc([N+]([O-])=O)ccc2)ccc1. The result is 0 (inactive). (5) The compound is OC(=O)CCCCCNc1nc(nc2c1cccc2)c1ccccc1. The result is 0 (inactive).